Dataset: Forward reaction prediction with 1.9M reactions from USPTO patents (1976-2016). Task: Predict the product of the given reaction. Given the reactants ClC1C=C(N2C=[C:11]([CH2:13][CH2:14][C:15]3[N:19]([CH3:20])[C:18]([C:21]4[S:22][CH:23]=[CH:24][CH:25]=4)=[N:17][N:16]=3)[O:10][NH:9]2)C=CC=1.C(OC(=NNC(=O)CCC1ON=[C:42]([C:45]2[CH:50]=[CH:49][CH:48]=[C:47]([Cl:51])[CH:46]=2)[N:41]=1)C1SC=CC=1)C.CN, predict the reaction product. The product is: [Cl:51][C:47]1[CH:46]=[C:45]([C:42]2[N:41]=[C:11]([CH2:13][CH2:14][C:15]3[N:19]([CH3:20])[C:18]([C:21]4[S:22][CH:23]=[CH:24][CH:25]=4)=[N:17][N:16]=3)[O:10][N:9]=2)[CH:50]=[CH:49][CH:48]=1.